Dataset: Peptide-MHC class I binding affinity with 185,985 pairs from IEDB/IMGT. Task: Regression. Given a peptide amino acid sequence and an MHC pseudo amino acid sequence, predict their binding affinity value. This is MHC class I binding data. The peptide sequence is QTEENLLDF. The MHC is HLA-B07:02 with pseudo-sequence HLA-B07:02. The binding affinity (normalized) is 0.213.